From a dataset of Full USPTO retrosynthesis dataset with 1.9M reactions from patents (1976-2016). Predict the reactants needed to synthesize the given product. (1) The reactants are: Br[C:2]1[CH:14]=[CH:13][C:12]2[C:11]3[C:6](=[CH:7][C:8]([O:15][CH2:16][CH2:17][CH2:18][CH2:19][CH3:20])=[CH:9][CH:10]=3)[CH2:5][C:4]=2[CH:3]=1.[CH3:21][Si:22]([C:25]#[CH:26])([CH3:24])[CH3:23]. Given the product [CH2:16]([O:15][C:8]1[CH:9]=[CH:10][C:11]2[C:12]3[C:4](=[CH:3][C:2]([C:26]#[C:25][Si:22]([CH3:24])([CH3:23])[CH3:21])=[CH:14][CH:13]=3)[CH2:5][C:6]=2[CH:7]=1)[CH2:17][CH2:18][CH2:19][CH3:20], predict the reactants needed to synthesize it. (2) Given the product [Cl:1][C:2]1[CH:10]=[C:9]([N+:11]([O-:13])=[O:12])[CH:8]=[CH:7][C:3]=1[C:4]([N:16]([CH3:17])[CH3:15])=[O:5], predict the reactants needed to synthesize it. The reactants are: [Cl:1][C:2]1[CH:10]=[C:9]([N+:11]([O-:13])=[O:12])[CH:8]=[CH:7][C:3]=1[C:4](Cl)=[O:5].Cl.[CH3:15][NH:16][CH3:17]. (3) Given the product [Cl:10][C:11]1[CH:16]=[CH:15][C:14]([C:20]([O:22][CH3:23])=[O:21])=[C:13]([C:2]2[CH:7]=[C:6]([O:8][CH3:9])[N:5]=[CH:4][N:3]=2)[CH:12]=1, predict the reactants needed to synthesize it. The reactants are: Cl[C:2]1[CH:7]=[C:6]([O:8][CH3:9])[N:5]=[CH:4][N:3]=1.[Cl:10][C:11]1[CH:12]=[CH:13][C:14]([C:20]([O:22][CH3:23])=[O:21])=[C:15](B(O)O)[CH:16]=1.C([O-])([O-])=O.[Na+].[Na+]. (4) Given the product [F:20][C:2]([CH3:13])([CH3:12])[CH2:3][NH:4][C:5](=[O:11])[O:6][C:7]([CH3:10])([CH3:9])[CH3:8], predict the reactants needed to synthesize it. The reactants are: O[C:2]([CH3:13])([CH3:12])[CH2:3][NH:4][C:5](=[O:11])[O:6][C:7]([CH3:10])([CH3:9])[CH3:8].C(N(S(F)(F)[F:20])CC)C.C([O-])(O)=O.[Na+]. (5) Given the product [C:1]([C:3]1[CH:4]=[C:5]([CH:9]=[CH:10][CH:11]=1)[C:6]([Cl:14])=[O:7])#[N:2], predict the reactants needed to synthesize it. The reactants are: [C:1]([C:3]1[CH:4]=[C:5]([CH:9]=[CH:10][CH:11]=1)[C:6](O)=[O:7])#[N:2].O=S(Cl)[Cl:14].C(OCC)(=O)C.